The task is: Predict the reaction yield, written as a fraction of the theoretical maximum amount of product (1.0 means a 100% yield; for example, 0.34 means a 34% yield).. This data is from Reaction yield outcomes from USPTO patents with 853,638 reactions. (1) The reactants are [CH3:1][O:2][C:3]1[CH:8]=[CH:7][C:6]([C:9](=O)[CH2:10][C:11](=O)[C:12]([F:15])([F:14])[F:13])=[CH:5][CH:4]=1.[NH2:18][C:19]1[C:23]([C:24]2[CH:29]=[CH:28][N:27]=[CH:26][CH:25]=2)=[CH:22][NH:21][N:20]=1. No catalyst specified. The product is [CH3:1][O:2][C:3]1[CH:8]=[CH:7][C:6]([C:9]2[CH:10]=[C:11]([C:12]([F:15])([F:14])[F:13])[N:20]3[N:21]=[CH:22][C:23]([C:24]4[CH:29]=[CH:28][N:27]=[CH:26][CH:25]=4)=[C:19]3[N:18]=2)=[CH:5][CH:4]=1. The yield is 0.590. (2) The reactants are I(C1C=CC=CC=1C(O)=O)(=O)=O.[CH2:13]([N:20]1[C:24](=[O:25])[CH2:23][CH2:22][C@@H:21]1[C:26]([NH:28][CH:29]([CH:37]([OH:44])[C:38]([NH:40][O:41][CH2:42][CH3:43])=[O:39])[CH2:30][C:31]1[CH:36]=[CH:35][CH:34]=[CH:33][CH:32]=1)=[O:27])[C:14]1[CH:19]=[CH:18][CH:17]=[CH:16][CH:15]=1.C([O-])(O)=O.[Na+]. The catalyst is CS(C)=O.O.ClCCl. The product is [CH2:13]([N:20]1[C:24](=[O:25])[CH2:23][CH2:22][C@@H:21]1[C:26]([NH:28][CH:29]([C:37](=[O:44])[C:38]([NH:40][O:41][CH2:42][CH3:43])=[O:39])[CH2:30][C:31]1[CH:36]=[CH:35][CH:34]=[CH:33][CH:32]=1)=[O:27])[C:14]1[CH:15]=[CH:16][CH:17]=[CH:18][CH:19]=1. The yield is 0.0302. (3) The reactants are CN(C)/[CH:3]=[CH:4]/[C:5]1[C:6]([N+:19]([O-])=O)=[CH:7][C:8]([N+:16]([O-])=O)=[C:9]([CH:15]=1)[C:10]([O:12][CH2:13][CH3:14])=[O:11].[H][H]. The catalyst is [Ni].CCO. The product is [NH2:16][C:8]1[CH:7]=[C:6]2[C:5]([CH:4]=[CH:3][NH:19]2)=[CH:15][C:9]=1[C:10]([O:12][CH2:13][CH3:14])=[O:11]. The yield is 0.300. (4) The yield is 0.910. The reactants are [Al+3].[Cl-].[Cl-].[Cl-].[CH3:5][C:6]1([CH3:20])[C:10]2[CH:11]=[C:12]([C:15](=[O:19])[CH:16]([CH3:18])[CH3:17])[CH:13]=[CH:14][C:9]=2[O:8][CH2:7]1.[Br:21]Br.Cl. The catalyst is ClCCl. The product is [Br:21][C:14]1[C:9]2[O:8][CH2:7][C:6]([CH3:5])([CH3:20])[C:10]=2[CH:11]=[C:12]([C:15](=[O:19])[CH:16]([CH3:17])[CH3:18])[CH:13]=1. (5) The reactants are [Cl:1][C:2]1[CH:3]=[C:4]([C:8]2[O:12][N:11]=[C:10]([CH2:13][NH:14][CH:15]3[CH2:17][CH2:16]3)[CH:9]=2)[CH:5]=[CH:6][CH:7]=1.[CH3:18][N:19]=[C:20]=[S:21]. The catalyst is C(Cl)Cl. The product is [Cl:1][C:2]1[CH:3]=[C:4]([C:8]2[O:12][N:11]=[C:10]([CH2:13][N:14]([CH:15]3[CH2:16][CH2:17]3)[C:20]([NH:19][CH3:18])=[S:21])[CH:9]=2)[CH:5]=[CH:6][CH:7]=1. The yield is 0.560. (6) The catalyst is C(#N)C. The reactants are [C:1]([N:4]([CH2:13][CH3:14])[NH:5][C:6]([O:8][C:9]([CH3:12])([CH3:11])[CH3:10])=[O:7])(=[S:3])[NH2:2].[CH3:15]I. The product is [CH2:13]([N:4]([C:1](=[NH:2])[S:3][CH3:15])[NH:5][C:6]([O:8][C:9]([CH3:10])([CH3:12])[CH3:11])=[O:7])[CH3:14]. The yield is 0.940.